From a dataset of Experimentally validated miRNA-target interactions with 360,000+ pairs, plus equal number of negative samples. Binary Classification. Given a miRNA mature sequence and a target amino acid sequence, predict their likelihood of interaction. (1) The miRNA is hsa-miR-6501-5p with sequence AGUUGCCAGGGCUGCCUUUGGU. The protein sequence of the target gene is MRMAATAWAGLQGPPLPTLCPAVRTGLYCRDQAHAERWAMTSETSSGSHCARSRMLRRRAQEEDSTVLIDVSPPEAEKRGSYGSTAHASEPGGQQAAACRAGSPAKPRIADFVLVWEEDLKLDRQQDSAARDRTDMHRTWRETFLDNLRAAGLCVDQQDVQDGNTTVHYALLSASWAVLCYYAEDLRLKLPLQELPNQASNWSAGLLAWLGIPNVLLEVVPDVPPEYYSCRFRVNKLPRFLGSDNQDTFFTSTKRHQILFEILAKTPYGHEKKNLLGIHQLLAEGVLSAAFPLHDGPFKT.... Result: 0 (no interaction). (2) The miRNA is ath-miR396b-5p with sequence UUCCACAGCUUUCUUGAACUU. The protein sequence of the target gene is MMSLSGSSGRTIGRPPFTPTQWEELEHQALIYKYMVSGVPVPPELIFSIRRSLDTSLVSRLLPHQSLGWGCYQMGFGRKPDPEPGRCRRTDGKKWRCSREAYPDSKYCEKHMHRGRNRARKSLDQNQTTTTPLTSPSLSFTNNNNPSPTLSSSSSSNSSSTTYSASSSSMDAYSNSNRFGLGGSSSNTRGYFNSHSLDYPYPSTSPKQQQQTLHHASALSLHQNTNSTSQFNVLASATDHKDFRYFQGIGERVGGVGERTFFPEASRSFQDSPYHHHQQPLATVMNDPYHHCSTDHNKID.... Result: 1 (interaction). (3) Result: 1 (interaction). The miRNA is hsa-miR-4728-5p with sequence UGGGAGGGGAGAGGCAGCAAGCA. The protein sequence of the target gene is MDATALERDAVQFARLAVQRDHEGRYSEAVFYYKEAAQALIYAEMAGSSLENIQEKITEYLERVQALHSAVQSKSADPLKSKHQLDLERAHFLVTQAFDEDEKENVEDAIELYTEAVDLCLKTSYETADKVLQNKLKQLARQALDRAEALSEPLTKPVGKISSTSVKPKPPPVRAHFPLGANPFLERPQSFISPQSCDAQGQRYTAEEIEVLRTTSKINGIEYVPFMNVDLRERFAYPMPFCDRWGKLPLSPKQKTTFSKWVRPEDLTNNPTMIYTVSSFSIKQTIVSDCSFVASLAISA.... (4) The miRNA is hsa-miR-6806-5p with sequence UGUAGGCAUGAGGCAGGGCCCAGG. The protein sequence of the target gene is MEEDAGAASPAPEPEPEVDPARELEPEAGVSESISRLWTDVMGILDGSLGNIDDLAQQYADYYNTCFSDVCERMEELRKRRVSQDLDVEKPDASPTSLQLRSQIEESLGFCSAVSTPEVERKYPLHKSNSEDGCVGKGDWKKKNKYFWQNFRKNQKGIMRQTSKGEDVGYVASEITMSDEERIQLMMMVKEKMITIEEALARLKEYEAQHRQSSTLDPADWPDGSYPTLDGSSTCNSREQSDDETEDSVKFKRLHKLVNSTRRVRKKLIRVEEMKKPSAEGGEEHVFENSPVQDERSALY.... Result: 0 (no interaction). (5) The miRNA is hsa-miR-329-3p with sequence AACACACCUGGUUAACCUCUUU. The protein sequence of the target gene is MERASLIQKAKLAEQAERYEDMAAFMKGAVEKGEELSCEERNLLSVAYKNVVGGQRAAWRVLSSIEQKSNEEGSEEKGPEVREYREKVETELQGVCDTVLGLLDSHLIKEAGDAESRVFYLKMKGDYYRYLAEVATGDDKKRIIDSARSAYQEAMDISKKEMPPTNPIRLGLALNFSVFHYEIANSPEEAISLAKTTFDEAMADLHTLSEDSYKDSTLIMQLLRDNLTLWTADNAGEEGGEAPQEPQS. Result: 1 (interaction). (6) The miRNA is hsa-miR-203a-5p with sequence AGUGGUUCUUAACAGUUCAACAGUU. The protein sequence of the target gene is METLCPAPRLAVPASPRGSPCSPTPRKPCRGTQEFSPLCLRALAFCALAKPRASSLGPGPGELAARSPVLRGPQAPLRPGGWAPDGLKHLWAPTGRPGVPNTAAGEDADVAACPRRGEEEEGGGGFPHFGVRSCAPPGRCPAPPHPRESTTSFASAPPRPAPGLEPQRGPAASPPQEPSSRPPSPPAGLSTEPAGPGTAPRPFLPGQPAEVDGNPPPAAPEAPAASPSTASPAPAAPGDLRQEHFDRLIRRSKLWCYAKGFALDTPSLRRGPERPPAKGPARGAAKKRRLPAPPPRTAQP.... Result: 0 (no interaction). (7) The miRNA is hsa-miR-33a-3p with sequence CAAUGUUUCCACAGUGCAUCAC. The protein sequence of the target gene is MGLGARGAWAALLLGTLQVLALLGAAHESAAMAASANIENSGLPHNSSANSTETLQHVPSDHTNETSNSTVKPPTSVASDSSNTTVTTMKPTAASNTTTPGMVSTNMTSTTLKSTPKTTSVSQNTSQISTSTMTVTHNSSVTSAASSVTITTTMHSEAKKGSKFDTGSFVGGIVLTLGVLSILYIGCKMYYSRRGIRYRTIDEHDAII. Result: 0 (no interaction). (8) The miRNA is hsa-miR-3614-3p with sequence UAGCCUUCAGAUCUUGGUGUUUU. The protein sequence of the target gene is MATVIHNPLKALGDQFYKEAIEHCRSYNSRLCAERSVRLPFLDSQTGVAQNNCYIWMEKRHRGPGLAPGQLYTYPARCWRKKRRLHPPEDPKLRLLEIKPEVELPLKKDGFTSESTTLEALLRGEGVEKKVDAREEESIQEIQRVLENDENVEEGNEEEDLEEDIPKRKNRTRGRARGSAGGRRRHDAASQEDHDKPYVCDICGKRYKNRPGLSYHYAHTHLASEEGDEAQDQETRSPPNHRNENHRPQKGPDGTVIPNNYCDFCLGGSNMNKKSGRPEELVSCADCGRSGHPTCLQFTL.... Result: 0 (no interaction). (9) The miRNA is hsa-miR-95-3p with sequence UUCAACGGGUAUUUAUUGAGCA. The protein sequence of the target gene is MVGPGPTAAAAVEERQRKLQEYLAAKGKLKSQNTKPYLKSKNNCQNQPPSKSTIRPKNDVTNHVVLPVKPKRSISIKLQPRPPNTAGSQKPKLEPPKLLGKRLTSECVSSNPYSKPSSKSFQQCEAGSSTTGELSRKPVGSLNIEQLKTTKQQLTDQGNGKCIDFMNNIHVENESLDNFLKETNKENLLDILTEPERKPDPKLYTRSKPKTDSYNQTKNSLVPKQALGKSSVNSAVLKDRVNKQFVGETQSRTFPVKSQQLSRGADLARPGVKPSRTVPSHFIRTLSKVQSSKKPVVKNI.... Result: 0 (no interaction). (10) The miRNA is hsa-miR-6780b-5p with sequence UGGGGAAGGCUUGGCAGGGAAGA. The protein sequence of the target gene is MKKSGVLFLLGIILLVLIGVQGTPVVRKGRCSCISTNQGTIHLQSLKDLKQFAPSPSCEKIEIIATLKNGVQTCLNPDSADVKELIKKWEKQVSQKKKQKNGKKHQKKKVLKVRKSQRSRQKKTT. Result: 0 (no interaction).